Dataset: hERG potassium channel inhibition data for cardiac toxicity prediction from Karim et al.. Task: Regression/Classification. Given a drug SMILES string, predict its toxicity properties. Task type varies by dataset: regression for continuous values (e.g., LD50, hERG inhibition percentage) or binary classification for toxic/non-toxic outcomes (e.g., AMES mutagenicity, cardiotoxicity, hepatotoxicity). Dataset: herg_karim. (1) The compound is CO[C@H]1CC[C@H](N2C(=O)CNc3ncc(-c4ccc(C(C)(C)O)nc4)nc32)CC1. The result is 0 (non-blocker). (2) The molecule is Cc1ccccc1CN1C2CCC1CC(Oc1cccc(C(N)=O)c1)C2. The result is 1 (blocker). (3) The molecule is O=C(Nc1ccc(-c2nnc(NCCCN3CCCC3)o2)cc1)c1ccccc1F. The result is 1 (blocker). (4) The compound is COC(=O)C1=CCC2CCC1[N+]2C. The result is 0 (non-blocker). (5) The result is 0 (non-blocker). The molecule is CCOC(=O)C1CCN(CCOc2ccc(S(N)(=O)=O)cc2)CC1.